The task is: Predict the product of the given reaction.. This data is from Forward reaction prediction with 1.9M reactions from USPTO patents (1976-2016). (1) Given the reactants Br[C:2]1[CH:7]=[CH:6][C:5]([N+:8]([O-:10])=[O:9])=[C:4]([O:11][CH:12]([CH3:14])[CH3:13])[CH:3]=1.CC1(C)C(C)(C)OB([C:23]2[CH2:24][CH2:25][N:26]([C:29]([O:31][C:32]([CH3:35])([CH3:34])[CH3:33])=[O:30])[CH2:27][CH:28]=2)O1.C(=O)([O-])[O-].[Na+].[Na+], predict the reaction product. The product is: [N+:8]([C:5]1[CH:6]=[CH:7][C:2]([C:23]2[CH2:28][CH2:27][N:26]([C:29]([O:31][C:32]([CH3:35])([CH3:34])[CH3:33])=[O:30])[CH2:25][CH:24]=2)=[CH:3][C:4]=1[O:11][CH:12]([CH3:14])[CH3:13])([O-:10])=[O:9]. (2) Given the reactants Cl[C:2]1[C:11]2[C:6](=[CH:7][CH:8]=[C:9]([NH:12][S:13]([CH3:16])(=[O:15])=[O:14])[CH:10]=2)[CH:5]=[N:4][CH:3]=1.Br[C:18]1[CH:23]=[CH:22][C:21]([C:24]2[CH:25]=[N:26][N:27]([CH2:29][C:30]([CH3:33])([OH:32])[CH3:31])[CH:28]=2)=[CH:20][CH:19]=1.[O-]P([O-])([O-])=O.[K+].[K+].[K+], predict the reaction product. The product is: [OH:32][C:30]([CH3:33])([CH3:31])[CH2:29][N:27]1[CH:28]=[C:24]([C:21]2[CH:22]=[CH:23][C:18]([C:2]3[C:11]4[C:6](=[CH:7][CH:8]=[C:9]([NH:12][S:13]([CH3:16])(=[O:15])=[O:14])[CH:10]=4)[CH:5]=[N:4][CH:3]=3)=[CH:19][CH:20]=2)[CH:25]=[N:26]1.